From a dataset of Full USPTO retrosynthesis dataset with 1.9M reactions from patents (1976-2016). Predict the reactants needed to synthesize the given product. (1) The reactants are: Cl[C:2]1[C:6](=[O:7])[O:5][CH2:4][C:3]=1[N:8]1[CH2:12][CH2:11][C:10]2([CH2:17][CH2:16][N:15](C(OC(C)(C)C)=O)[CH2:14][CH2:13]2)[C:9]1=[O:25].FC(F)(F)[C:28]([OH:30])=O.[CH2:33](Cl)Cl. Given the product [CH3:33][O:30][CH2:28][C:2]1[C:6](=[O:7])[O:5][CH2:4][C:3]=1[N:8]1[CH2:12][CH2:11][C:10]2([CH2:13][CH2:14][NH:15][CH2:16][CH2:17]2)[C:9]1=[O:25], predict the reactants needed to synthesize it. (2) Given the product [CH2:1]([O:8][C:9]1[CH:10]=[C:11]2[N:21]([C:22]([C:38]3[NH:39][C:40]4[C:36]([CH:37]=3)=[CH:35][C:34]([O:33][CH3:32])=[CH:42][CH:41]=4)=[O:23])[CH2:20][CH:19]([CH2:29][Cl:30])[C:12]2=[C:13]2[C:18]=1[N:17]=[CH:16][CH:15]=[CH:14]2)[C:2]1[CH:7]=[CH:6][CH:5]=[CH:4][CH:3]=1, predict the reactants needed to synthesize it. The reactants are: [CH2:1]([O:8][C:9]1[CH:10]=[C:11]2[N:21]([C:22](OC(C)(C)C)=[O:23])[CH2:20][CH:19]([CH2:29][Cl:30])[C:12]2=[C:13]2[C:18]=1[N:17]=[CH:16][CH:15]=[CH:14]2)[C:2]1[CH:7]=[CH:6][CH:5]=[CH:4][CH:3]=1.Cl.[CH3:32][O:33][C:34]1[CH:35]=[C:36]2[C:40](=[CH:41][CH:42]=1)[NH:39][C:38](C(O)=O)=[CH:37]2.CCN=C=NCCCN(C)C.